From a dataset of Reaction yield outcomes from USPTO patents with 853,638 reactions. Predict the reaction yield, written as a fraction of the theoretical maximum amount of product (1.0 means a 100% yield; for example, 0.34 means a 34% yield). (1) The yield is 0.742. The reactants are O1[C:5]2([CH2:10][CH2:9][CH:8]([N:11]3[C:15]4[CH:16]=[CH:17][CH:18]=[CH:19][C:14]=4[NH:13][C:12]3=[O:20])[CH2:7][CH2:6]2)[O:4]CC1.CC(C)=O.CC1C=CC(S([O-])(=O)=O)=CC=1.C1C=C[NH+]=CC=1. The product is [O:4]=[C:5]1[CH2:10][CH2:9][CH:8]([N:11]2[C:15]3[CH:16]=[CH:17][CH:18]=[CH:19][C:14]=3[NH:13][C:12]2=[O:20])[CH2:7][CH2:6]1. The catalyst is O. (2) The reactants are [CH3:1][O:2][C:3]1[CH:32]=[CH:31][C:6]([CH2:7][N:8]([CH2:22][C:23]2[CH:28]=[CH:27][C:26]([O:29][CH3:30])=[CH:25][CH:24]=2)[C:9]2[CH:14]=[C:13]([F:15])[C:12]([C:16]([CH3:20])([CH3:19])[CH2:17][OH:18])=[C:11]([F:21])[CH:10]=2)=[CH:5][CH:4]=1.I[CH3:34].[H-].[Na+].O. The catalyst is CN(C=O)C. The product is [F:21][C:11]1[CH:10]=[C:9]([CH:14]=[C:13]([F:15])[C:12]=1[C:16]([CH3:20])([CH3:19])[CH2:17][O:18][CH3:34])[N:8]([CH2:7][C:6]1[CH:5]=[CH:4][C:3]([O:2][CH3:1])=[CH:32][CH:31]=1)[CH2:22][C:23]1[CH:24]=[CH:25][C:26]([O:29][CH3:30])=[CH:27][CH:28]=1. The yield is 0.740. (3) The reactants are [OH:1][C:2]1[CH:7]=[CH:6][C:5]([CH2:8][C:9]([O:11][CH3:12])=[O:10])=[CH:4][CH:3]=1. The catalyst is CO.[Rh]. The product is [OH:1][C@@H:2]1[CH2:3][CH2:4][C@H:5]([CH2:8][C:9]([O:11][CH3:12])=[O:10])[CH2:6][CH2:7]1. The yield is 0.420.